This data is from Catalyst prediction with 721,799 reactions and 888 catalyst types from USPTO. The task is: Predict which catalyst facilitates the given reaction. (1) Reactant: [OH:1][C@H:2]([C@H:6]([OH:9])[CH2:7][OH:8])[CH2:3][CH:4]=[O:5].[H][H]. Product: [CH2:7]([OH:8])[C@@H:6]([OH:9])[C@@H:2]([OH:1])[CH2:3][CH2:4][OH:5]. The catalyst class is: 769. (2) Reactant: C[O:2][C:3]1[CH:8]=[CH:7][CH:6]=[CH:5][C:4]=1[C:9]1[N:10]=[C:11]([N:19]2[CH2:24][CH2:23][N:22]([C:25]([O:27][CH2:28][CH:29]([CH3:31])[CH3:30])=[O:26])[CH2:21][CH2:20]2)[C:12]2[C:17]([CH3:18])=[CH:16][S:15][C:13]=2[N:14]=1.B(Br)(Br)Br.C([O-])(O)=O.[Na+]. Product: [OH:2][C:3]1[CH:8]=[CH:7][CH:6]=[CH:5][C:4]=1[C:9]1[N:10]=[C:11]([N:19]2[CH2:24][CH2:23][N:22]([C:25]([O:27][CH2:28][CH:29]([CH3:31])[CH3:30])=[O:26])[CH2:21][CH2:20]2)[C:12]2[C:17]([CH3:18])=[CH:16][S:15][C:13]=2[N:14]=1. The catalyst class is: 2. (3) Reactant: [Cl:1][C:2]1[S:6][C:5]([C:7]([OH:9])=O)=[CH:4][CH:3]=1.[I:10][C:11]1[CH:16]=[CH:15][C:14]([C:17]2[N:18]([CH3:24])[CH:19]=[C:20]([CH2:22][NH2:23])[N:21]=2)=[CH:13][CH:12]=1.F[P-](F)(F)(F)(F)F.N1(O[P+](N(C)C)(N(C)C)N(C)C)C2C=CC=CC=2N=N1. Product: [Cl:1][C:2]1[S:6][C:5]([C:7]([NH:23][CH2:22][C:20]2[N:21]=[C:17]([C:14]3[CH:15]=[CH:16][C:11]([I:10])=[CH:12][CH:13]=3)[N:18]([CH3:24])[CH:19]=2)=[O:9])=[CH:4][CH:3]=1. The catalyst class is: 3.